Predict the product of the given reaction. From a dataset of Forward reaction prediction with 1.9M reactions from USPTO patents (1976-2016). Given the reactants CO[C:3](=[O:15])[C:4]1[CH:9]=[C:8]([OH:10])[CH:7]=[C:6](OCOC)[CH:5]=1.Br[C:17]1[CH:18]=[CH:19][C:20]([S:23]([CH3:26])(=[O:25])=[O:24])=[N:21][CH:22]=1.[O:27]([CH2:35][C@H:36]([OH:38])[CH3:37])[Si](C(C)(C)C)(C)C.[NH2:39][C:40]1[CH:44]=[CH:43][N:42]([CH3:45])[N:41]=1, predict the reaction product. The product is: [OH:27][CH2:35][CH:36]([CH3:37])[O:38][C:6]1[CH:7]=[C:8]([O:10][C:17]2[CH:22]=[N:21][C:20]([S:23]([CH3:26])(=[O:25])=[O:24])=[CH:19][CH:18]=2)[CH:9]=[C:4]([CH:5]=1)[C:3]([NH:39][C:40]1[CH:44]=[CH:43][N:42]([CH3:45])[N:41]=1)=[O:15].